This data is from Reaction yield outcomes from USPTO patents with 853,638 reactions. The task is: Predict the reaction yield, written as a fraction of the theoretical maximum amount of product (1.0 means a 100% yield; for example, 0.34 means a 34% yield). The reactants are [Cl:1][C:2]1[C:7]([I:8])=[CH:6][C:5]([NH:9][CH2:10][C:11]([O:13]CC)=[O:12])=[C:4]([O:16][CH3:17])[CH:3]=1.O[Li].O. The catalyst is C1COCC1.O. The product is [Cl:1][C:2]1[C:7]([I:8])=[CH:6][C:5]([NH:9][CH2:10][C:11]([OH:13])=[O:12])=[C:4]([O:16][CH3:17])[CH:3]=1. The yield is 0.640.